Dataset: Reaction yield outcomes from USPTO patents with 853,638 reactions. Task: Predict the reaction yield, written as a fraction of the theoretical maximum amount of product (1.0 means a 100% yield; for example, 0.34 means a 34% yield). The product is [CH:21]([NH:25][C:2]1[N:7]2[N:8]=[C:9]([NH:11][C:12](=[O:19])[C:13]3[CH:18]=[CH:17][CH:16]=[N:15][CH:14]=3)[N:10]=[C:6]2[CH:5]=[C:4]([Cl:20])[CH:3]=1)([CH2:23][CH3:24])[CH3:22]. The reactants are Cl[C:2]1[N:7]2[N:8]=[C:9]([NH:11][C:12](=[O:19])[C:13]3[CH:18]=[CH:17][CH:16]=[N:15][CH:14]=3)[N:10]=[C:6]2[CH:5]=[C:4]([Cl:20])[CH:3]=1.[CH:21]([NH2:25])([CH2:23][CH3:24])[CH3:22]. No catalyst specified. The yield is 0.130.